Dataset: NCI-60 drug combinations with 297,098 pairs across 59 cell lines. Task: Regression. Given two drug SMILES strings and cell line genomic features, predict the synergy score measuring deviation from expected non-interaction effect. (1) Drug 1: C1C(C(OC1N2C=C(C(=O)NC2=O)F)CO)O. Drug 2: C1=CC=C(C=C1)NC(=O)CCCCCCC(=O)NO. Cell line: MALME-3M. Synergy scores: CSS=15.1, Synergy_ZIP=-3.36, Synergy_Bliss=-1.45, Synergy_Loewe=-2.64, Synergy_HSA=-0.551. (2) Cell line: HOP-62. Synergy scores: CSS=25.9, Synergy_ZIP=-1.54, Synergy_Bliss=7.23, Synergy_Loewe=-28.6, Synergy_HSA=3.27. Drug 1: CC1C(C(CC(O1)OC2CC(CC3=C2C(=C4C(=C3O)C(=O)C5=C(C4=O)C(=CC=C5)OC)O)(C(=O)C)O)N)O.Cl. Drug 2: CN(C)N=NC1=C(NC=N1)C(=O)N. (3) Synergy scores: CSS=37.1, Synergy_ZIP=-8.25, Synergy_Bliss=-2.89, Synergy_Loewe=-51.0, Synergy_HSA=-2.81. Drug 2: CC12CCC3C(C1CCC2OP(=O)(O)O)CCC4=C3C=CC(=C4)OC(=O)N(CCCl)CCCl.[Na+]. Drug 1: COC1=CC(=CC(=C1O)OC)C2C3C(COC3=O)C(C4=CC5=C(C=C24)OCO5)OC6C(C(C7C(O6)COC(O7)C8=CC=CS8)O)O. Cell line: HOP-92. (4) Drug 1: CC1=C2C(C(=O)C3(C(CC4C(C3C(C(C2(C)C)(CC1OC(=O)C(C(C5=CC=CC=C5)NC(=O)OC(C)(C)C)O)O)OC(=O)C6=CC=CC=C6)(CO4)OC(=O)C)OC)C)OC. Drug 2: C1=CN(C(=O)N=C1N)C2C(C(C(O2)CO)O)O.Cl. Cell line: SNB-19. Synergy scores: CSS=55.5, Synergy_ZIP=4.23, Synergy_Bliss=4.43, Synergy_Loewe=3.39, Synergy_HSA=10.7. (5) Drug 1: CCC1(CC2CC(C3=C(CCN(C2)C1)C4=CC=CC=C4N3)(C5=C(C=C6C(=C5)C78CCN9C7C(C=CC9)(C(C(C8N6C)(C(=O)OC)O)OC(=O)C)CC)OC)C(=O)OC)O.OS(=O)(=O)O. Drug 2: CC=C1C(=O)NC(C(=O)OC2CC(=O)NC(C(=O)NC(CSSCCC=C2)C(=O)N1)C(C)C)C(C)C. Cell line: SK-MEL-5. Synergy scores: CSS=61.7, Synergy_ZIP=-1.26, Synergy_Bliss=-2.14, Synergy_Loewe=-32.3, Synergy_HSA=-1.97. (6) Drug 2: COC1=C2C(=CC3=C1OC=C3)C=CC(=O)O2. Drug 1: CN1CCC(CC1)COC2=C(C=C3C(=C2)N=CN=C3NC4=C(C=C(C=C4)Br)F)OC. Synergy scores: CSS=13.9, Synergy_ZIP=2.12, Synergy_Bliss=8.00, Synergy_Loewe=-3.48, Synergy_HSA=5.74. Cell line: MOLT-4. (7) Drug 1: CCCS(=O)(=O)NC1=C(C(=C(C=C1)F)C(=O)C2=CNC3=C2C=C(C=N3)C4=CC=C(C=C4)Cl)F. Drug 2: C1=C(C(=O)NC(=O)N1)N(CCCl)CCCl. Cell line: CAKI-1. Synergy scores: CSS=60.4, Synergy_ZIP=10.00, Synergy_Bliss=10.6, Synergy_Loewe=11.3, Synergy_HSA=12.9. (8) Drug 1: C1=NC2=C(N1)C(=S)N=C(N2)N. Drug 2: C1=CC(=CC=C1C#N)C(C2=CC=C(C=C2)C#N)N3C=NC=N3. Cell line: SR. Synergy scores: CSS=53.1, Synergy_ZIP=-1.08, Synergy_Bliss=-0.0321, Synergy_Loewe=-4.00, Synergy_HSA=1.46. (9) Synergy scores: CSS=-0.803, Synergy_ZIP=-1.02, Synergy_Bliss=-0.591, Synergy_Loewe=-1.17, Synergy_HSA=-0.686. Drug 1: C1=NC2=C(N=C(N=C2N1C3C(C(C(O3)CO)O)O)F)N. Drug 2: CNC(=O)C1=NC=CC(=C1)OC2=CC=C(C=C2)NC(=O)NC3=CC(=C(C=C3)Cl)C(F)(F)F. Cell line: SK-MEL-5.